Dataset: Reaction yield outcomes from USPTO patents with 853,638 reactions. Task: Predict the reaction yield, written as a fraction of the theoretical maximum amount of product (1.0 means a 100% yield; for example, 0.34 means a 34% yield). (1) The reactants are [F:1][C:2]1[CH:7]=[C:6]([I:8])[CH:5]=[CH:4][C:3]=1[NH:9][C:10]1[N:11]([CH3:43])[C:12](=[O:42])[C:13]([CH3:41])=[C:14]2[C:19]=1[C:18](=[O:20])[N:17](CC1C=CC(OC)=CC=1)[C:16](=[O:30])[N:15]2[C:31]1[CH:32]=[C:33]([NH:37][C:38](=[O:40])[CH3:39])[CH:34]=[CH:35][CH:36]=1.[Cl-].[Al+3].[Cl-].[Cl-].CO. The catalyst is C1(OC)C=CC=CC=1. The product is [F:1][C:2]1[CH:7]=[C:6]([I:8])[CH:5]=[CH:4][C:3]=1[NH:9][C:10]1[N:11]([CH3:43])[C:12](=[O:42])[C:13]([CH3:41])=[C:14]2[C:19]=1[C:18](=[O:20])[NH:17][C:16](=[O:30])[N:15]2[C:31]1[CH:32]=[C:33]([NH:37][C:38](=[O:40])[CH3:39])[CH:34]=[CH:35][CH:36]=1. The yield is 0.781. (2) The reactants are [CH:1]1[CH:2]=[CH:3][C:4]2[S:9][CH:8]=[CH:7][C:5]=2[CH:6]=1.CC([O-])(C)C.[K+].[SiH:16]([CH2:21][CH3:22])([CH2:19][CH3:20])[CH2:17][CH3:18]. The catalyst is O1CCCC1. The product is [S:9]1[CH:8]=[C:7]([Si:16]([CH2:21][CH3:22])([CH2:19][CH3:20])[CH2:17][CH3:18])[C:5]2[CH:6]=[CH:1][CH:2]=[CH:3][C:4]1=2. The yield is 0.830. (3) The reactants are [N+:1]([C:4]1[CH:9]=[CH:8][C:7]([S:10][C:11]2[NH:12][CH:13]=[CH:14][N:15]=2)=[CH:6][CH:5]=1)([O-:3])=[O:2]. The catalyst is C(#N)C=C. The product is [C:4]([CH2:5][CH2:6][N:15]1[CH:14]=[CH:13][N:12]=[C:11]1[S:10][C:7]1[CH:8]=[CH:9][C:4]([N+:1]([O-:3])=[O:2])=[CH:5][CH:6]=1)#[N:1]. The yield is 0.740.